From a dataset of Forward reaction prediction with 1.9M reactions from USPTO patents (1976-2016). Predict the product of the given reaction. (1) Given the reactants [Br:1][C:2]1[CH:3]=[N:4][C:5]2[N:6]([N:8]=[C:9]([C:11]([OH:13])=O)[CH:10]=2)[CH:7]=1.[CH3:14][CH:15]1[NH:24][CH2:23][CH2:22][C:21]2[C:16]1=[CH:17][CH:18]=[C:19]1[O:27][CH2:26][O:25][C:20]1=2, predict the reaction product. The product is: [Br:1][C:2]1[CH:3]=[N:4][C:5]2[N:6]([N:8]=[C:9]([C:11]([N:24]3[CH2:23][CH2:22][C:21]4[C:16](=[CH:17][CH:18]=[C:19]5[O:27][CH2:26][O:25][C:20]5=4)[CH:15]3[CH3:14])=[O:13])[CH:10]=2)[CH:7]=1. (2) Given the reactants C(O)(C(F)(F)F)=O.C(OC(=O)[NH:14][CH2:15][C@H:16]1[CH2:21][CH2:20][C@H:19]([CH2:22][NH:23][C:24]([C:26]2[C:35]3[C:30](=[CH:31][CH:32]=[CH:33][CH:34]=3)[N:29]=[C:28]([C:36]3[CH:37]=[N:38][C:39]([F:42])=[CH:40][CH:41]=3)[CH:27]=2)=[O:25])[CH2:18][CH2:17]1)(C)(C)C, predict the reaction product. The product is: [NH2:14][CH2:15][C@H:16]1[CH2:21][CH2:20][C@H:19]([CH2:22][NH:23][C:24]([C:26]2[C:35]3[C:30](=[CH:31][CH:32]=[CH:33][CH:34]=3)[N:29]=[C:28]([C:36]3[CH:37]=[N:38][C:39]([F:42])=[CH:40][CH:41]=3)[CH:27]=2)=[O:25])[CH2:18][CH2:17]1.